Dataset: Forward reaction prediction with 1.9M reactions from USPTO patents (1976-2016). Task: Predict the product of the given reaction. (1) Given the reactants [F:1][C:2]([F:31])([F:30])[CH2:3][NH:4][C:5]([C:7]1([CH2:20][CH2:21][CH2:22][CH2:23][N:24]2[CH2:29][CH2:28][NH:27][CH2:26][CH2:25]2)[C:19]2[CH:18]=[CH:17][CH:16]=[CH:15][C:14]=2[C:13]2[C:8]1=[CH:9][CH:10]=[CH:11][CH:12]=2)=[O:6].Cl[C:33]1[CH:42]=[C:41]([C:43]2[CH:48]=[CH:47][CH:46]=[CH:45][CH:44]=2)[C:40]2[C:35](=[CH:36][CH:37]=[CH:38][CH:39]=2)[N:34]=1, predict the reaction product. The product is: [F:31][C:2]([F:30])([F:1])[CH2:3][NH:4][C:5]([C:7]1([CH2:20][CH2:21][CH2:22][CH2:23][N:24]2[CH2:25][CH2:26][N:27]([C:33]3[CH:42]=[C:41]([C:43]4[CH:48]=[CH:47][CH:46]=[CH:45][CH:44]=4)[C:40]4[C:35](=[CH:36][CH:37]=[CH:38][CH:39]=4)[N:34]=3)[CH2:28][CH2:29]2)[C:8]2[CH:9]=[CH:10][CH:11]=[CH:12][C:13]=2[C:14]2[C:19]1=[CH:18][CH:17]=[CH:16][CH:15]=2)=[O:6]. (2) Given the reactants [O].N1C2C(=CC=CC=2)C=C1.C[O:12][C:13](=[O:26])[CH2:14][CH2:15][N:16]1[C:24]2[C:19](=[C:20]([OH:25])[CH:21]=[CH:22][CH:23]=2)[CH:18]=[CH:17]1.C1(P(C2C=CC=CC=2)C2C=CC=CC=2)C=CC=CC=1.[F:46][C:47]([F:58])([F:57])[C:48]1[CH:53]=[CH:52][CH:51]=[CH:50][C:49]=1[CH2:54][CH2:55]O.N(C(OCC)=O)=NC(OCC)=O, predict the reaction product. The product is: [F:46][C:47]([F:57])([F:58])[C:48]1[CH:53]=[CH:52][CH:51]=[CH:50][C:49]=1[CH2:54][CH2:55][O:25][C:20]1[CH:21]=[CH:22][CH:23]=[C:24]2[C:19]=1[CH:18]=[CH:17][N:16]2[CH2:15][CH2:14][C:13]([OH:12])=[O:26]. (3) Given the reactants C(=O)([O-])[O-].[K+].[K+].Br.Br[CH2:9][C:10]1[C:19]2[C:14](=[CH:15][CH:16]=[CH:17][CH:18]=2)[CH:13]=[CH:12][N:11]=1.[C:20]([O:24][C:25](=[O:51])[NH:26][C@H:27]1[CH2:32][CH2:31][CH2:30][N:29]([C:33]2[N:41]([C:42]3[CH:47]=[CH:46][CH:45]=[CH:44][CH:43]=3)[C:40]3[C:39](=[O:48])[NH:38][CH:37]=[N:36][C:35]=3[C:34]=2[C:49]#[N:50])[CH2:28]1)([CH3:23])([CH3:22])[CH3:21], predict the reaction product. The product is: [C:20]([O:24][C:25](=[O:51])[NH:26][C@H:27]1[CH2:32][CH2:31][CH2:30][N:29]([C:33]2[N:41]([C:42]3[CH:47]=[CH:46][CH:45]=[CH:44][CH:43]=3)[C:40]3[C:39](=[O:48])[N:38]([CH2:9][C:10]4[C:19]5[C:14](=[CH:15][CH:16]=[CH:17][CH:18]=5)[CH:13]=[CH:12][N:11]=4)[CH:37]=[N:36][C:35]=3[C:34]=2[C:49]#[N:50])[CH2:28]1)([CH3:23])([CH3:21])[CH3:22]. (4) Given the reactants [CH2:1]([O:8][C:9]1[CH:10]=[C:11](/[CH:23]=[CH:24]/[C:25](O)=[O:26])[CH:12]=[CH:13][C:14]=1[N:15]1[CH2:19][C:18](=[O:20])[NH:17][S:16]1(=[O:22])=[O:21])[C:2]1[CH:7]=[CH:6][CH:5]=[CH:4][CH:3]=1.C1[CH:29]=[CH:30][C:31]2N(O)N=[N:34][C:32]=2C=1.CCN=C=NCCCN(C)C.Cl.C(N(CC)CC)C.C(N)CCC, predict the reaction product. The product is: [CH2:1]([O:8][C:9]1[CH:10]=[C:11](/[CH:23]=[CH:24]/[C:25]([NH:34][CH2:32][CH2:31][CH2:30][CH3:29])=[O:26])[CH:12]=[CH:13][C:14]=1[N:15]1[CH2:19][C:18](=[O:20])[NH:17][S:16]1(=[O:21])=[O:22])[C:2]1[CH:3]=[CH:4][CH:5]=[CH:6][CH:7]=1. (5) Given the reactants [NH2:1][C:2]1[CH:3]=[C:4]([C:12]2[O:13][C:14]3[CH:20]=[CH:19][C:18]([C:21]4[CH:26]=[CH:25][C:24]5[O:27][CH2:28][O:29][C:23]=5[CH:22]=4)=[CH:17][C:15]=3[N:16]=2)[C:5]([NH:8][CH2:9][CH2:10][CH3:11])=[CH:6][CH:7]=1.[CH:30]1[C:35]([C:36]([OH:38])=[O:37])=[CH:34][C:33]2[C:39]([O:41][C:42](=O)[C:32]=2[CH:31]=1)=[O:40], predict the reaction product. The product is: [CH2:9]([NH:8][C:5]1[C:4]([C:12]2[O:13][C:14]3[CH:20]=[CH:19][C:18]([C:21]4[CH:26]=[CH:25][C:24]5[O:27][CH2:28][O:29][C:23]=5[CH:22]=4)=[CH:17][C:15]=3[N:16]=2)=[CH:3][C:2]([N:1]2[C:39](=[O:40])[C:33]3[C:32](=[CH:31][CH:30]=[C:35]([C:36]([OH:38])=[O:37])[CH:34]=3)[C:42]2=[O:41])=[CH:7][CH:6]=1)[CH2:10][CH3:11]. (6) Given the reactants [CH:1]1([N:4]2[CH2:9][CH2:8][NH:7][CH2:6][CH2:5]2)[CH2:3][CH2:2]1.[Cl:10][C:11]1[C:12](Cl)=[N:13][CH:14]=[C:15]([CH:24]=1)[C:16]([N:18]1[CH2:23][CH2:22][CH2:21][CH2:20][CH2:19]1)=[O:17], predict the reaction product. The product is: [ClH:10].[Cl:10][C:11]1[CH:24]=[C:15]([C:16]([N:18]2[CH2:23][CH2:22][CH2:21][CH2:20][CH2:19]2)=[O:17])[CH:14]=[N:13][C:12]=1[N:7]1[CH2:8][CH2:9][N:4]([CH:1]2[CH2:3][CH2:2]2)[CH2:5][CH2:6]1.